Dataset: Full USPTO retrosynthesis dataset with 1.9M reactions from patents (1976-2016). Task: Predict the reactants needed to synthesize the given product. Given the product [C:1]([C:4]1[CH:9]=[CH:8][C:7]([CH2:10][C:11]([OH:13])=[O:12])=[C:6]([NH:16][C:17]([O:19][CH2:20][CH:21]=[CH2:22])=[O:18])[CH:5]=1)(=[O:3])[CH3:2], predict the reactants needed to synthesize it. The reactants are: [C:1]([C:4]1[CH:9]=[CH:8][C:7]([CH2:10][C:11]([O:13]CC)=[O:12])=[C:6]([NH:16][C:17]([O:19][CH2:20][CH:21]=[CH2:22])=[O:18])[CH:5]=1)(=[O:3])[CH3:2].[OH-].[Na+].Cl.